This data is from Full USPTO retrosynthesis dataset with 1.9M reactions from patents (1976-2016). The task is: Predict the reactants needed to synthesize the given product. (1) Given the product [Si:16]([O:15][CH2:14][C@@H:13]1[N:8]([C:6]([O:5][C:1]([CH3:4])([CH3:3])[CH3:2])=[O:7])[CH2:9][C@H:10]([C:33]2[N:37]3[CH:38]=[CH:39][N:40]=[C:41]([NH:42][CH2:43][C:44]4[CH:49]=[CH:48][C:47]([O:50][CH3:51])=[CH:46][C:45]=4[O:52][CH3:53])[C:36]3=[C:35]([C:63]3[CH:81]=[CH:80][C:66]([C:67](=[O:68])[NH:69][C:70]4[CH:75]=[C:74]([C:76]([F:77])([F:78])[F:79])[CH:73]=[CH:72][N:71]=4)=[CH:65][CH:64]=3)[N:34]=2)[O:11][CH2:12]1)([C:29]([CH3:32])([CH3:31])[CH3:30])([C:23]1[CH:28]=[CH:27][CH:26]=[CH:25][CH:24]=1)[C:17]1[CH:22]=[CH:21][CH:20]=[CH:19][CH:18]=1, predict the reactants needed to synthesize it. The reactants are: [C:1]([O:5][C:6]([N:8]1[C@@H:13]([CH2:14][O:15][Si:16]([C:29]([CH3:32])([CH3:31])[CH3:30])([C:23]2[CH:28]=[CH:27][CH:26]=[CH:25][CH:24]=2)[C:17]2[CH:22]=[CH:21][CH:20]=[CH:19][CH:18]=2)[CH2:12][O:11][C@@H:10]([C:33]2[N:37]3[CH:38]=[CH:39][N:40]=[C:41]([NH:42][CH2:43][C:44]4[CH:49]=[CH:48][C:47]([O:50][CH3:51])=[CH:46][C:45]=4[O:52][CH3:53])[C:36]3=[C:35](Br)[N:34]=2)[CH2:9]1)=[O:7])([CH3:4])([CH3:3])[CH3:2].CC1(C)C(C)(C)OB([C:63]2[CH:81]=[CH:80][C:66]([C:67]([NH:69][C:70]3[CH:75]=[C:74]([C:76]([F:79])([F:78])[F:77])[CH:73]=[CH:72][N:71]=3)=[O:68])=[CH:65][CH:64]=2)O1.[O-]P([O-])([O-])=O.[K+].[K+].[K+]. (2) Given the product [F:14][P-:15]([F:20])([F:19])([F:18])([F:17])[F:16].[CH3:11][N:10]([CH3:12])[CH:9]=[N+:8]([CH3:13])[CH3:7], predict the reactants needed to synthesize it. The reactants are: COS([O-])(=O)=O.[CH3:7][N:8]([CH3:13])[CH:9]=[N+:10]([CH3:12])[CH3:11].[F:14][P-:15]([F:20])([F:19])([F:18])([F:17])[F:16].[NH4+].